This data is from Forward reaction prediction with 1.9M reactions from USPTO patents (1976-2016). The task is: Predict the product of the given reaction. (1) Given the reactants [F:1][C:2]([F:15])([F:14])[S:3]([O:6]S(C(F)(F)F)(=O)=O)(=[O:5])=[O:4].[CH2:16]([O:18][C:19]([C:21]1[CH:25]=[C:24]([C:26]2[CH:31]=[CH:30][C:29](O)=[CH:28][N:27]=2)[N:23]([C:33]2[CH:34]=[N:35][C:36]([CH3:39])=[CH:37][CH:38]=2)[N:22]=1)=[O:20])[CH3:17].O.C(Cl)(Cl)Cl, predict the reaction product. The product is: [CH2:16]([O:18][C:19]([C:21]1[CH:25]=[C:24]([C:26]2[CH:31]=[CH:30][C:29]([O:6][S:3]([C:2]([F:15])([F:14])[F:1])(=[O:5])=[O:4])=[CH:28][N:27]=2)[N:23]([C:33]2[CH:34]=[N:35][C:36]([CH3:39])=[CH:37][CH:38]=2)[N:22]=1)=[O:20])[CH3:17]. (2) The product is: [F:30][C:10]1[CH:11]=[C:12]2[C:7](=[CH:8][CH:9]=1)[CH:6]=[C:5]([CH2:4][C:3]([OH:31])=[O:2])[CH:14]=[C:13]2[CH:15]1[CH2:16][CH2:17][N:18]([S:21]([C:24]2[CH:25]=[N:26][CH:27]=[CH:28][CH:29]=2)(=[O:22])=[O:23])[CH2:19][CH2:20]1. Given the reactants C[O:2][C:3](=[O:31])[CH2:4][C:5]1[CH:14]=[C:13]([CH:15]2[CH2:20][CH2:19][N:18]([S:21]([C:24]3[CH:25]=[N:26][CH:27]=[CH:28][CH:29]=3)(=[O:23])=[O:22])[CH2:17][CH2:16]2)[C:12]2[C:7](=[CH:8][CH:9]=[C:10]([F:30])[CH:11]=2)[CH:6]=1.O.[OH-].[Li+], predict the reaction product. (3) Given the reactants [H-].[Na+].[I:3][C:4]1[CH:9]=[CH:8][N:7]=[C:6]2[CH:10]=[N:11][NH:12][C:5]=12.Br[CH:14]1[CH2:19][CH2:18][N:17]([C:20]([O:22][C:23]([CH3:26])([CH3:25])[CH3:24])=[O:21])[CH2:16][CH2:15]1, predict the reaction product. The product is: [I:3][C:4]1[C:5]2[C:6](=[CH:10][N:11]([CH:14]3[CH2:19][CH2:18][N:17]([C:20]([O:22][C:23]([CH3:26])([CH3:25])[CH3:24])=[O:21])[CH2:16][CH2:15]3)[N:12]=2)[N:7]=[CH:8][CH:9]=1.